This data is from Forward reaction prediction with 1.9M reactions from USPTO patents (1976-2016). The task is: Predict the product of the given reaction. (1) Given the reactants [NH2:1][CH2:2][CH2:3][C:4]1[CH:9]=[CH:8][C:7]([OH:10])=[CH:6][CH:5]=1.[C:11]([BH3-])#N.[Na+].[C:15](O)(=O)[CH3:16].[CH:19](=O)[CH2:20][CH3:21], predict the reaction product. The product is: [CH2:19]([N:1]([CH2:11][CH2:15][CH3:16])[CH2:2][CH2:3][C:4]1[CH:9]=[CH:8][C:7]([OH:10])=[CH:6][CH:5]=1)[CH2:20][CH3:21]. (2) Given the reactants [CH3:1][C:2]1[O:6][N:5]=[C:4]([C:7]2[CH:12]=[CH:11][CH:10]=[CH:9][CH:8]=2)[C:3]=1[C:13]1[N:14]=[C:15]2[CH:20]=[CH:19][C:18]([C:21]([OH:23])=O)=[CH:17][N:16]2[CH:24]=1.[CH3:45][C:43]1O[N:40]=[C:41](C2C=CC=CC=2)[C:42]=1C1N=C2C=[C:43]([C:45](O)=O)[CH:42]=[CH:41][N:40]2C=1, predict the reaction product. The product is: [CH:41]1([NH:40][C:21]([C:18]2[CH:19]=[CH:20][C:15]3[N:16]([CH:24]=[C:13]([C:3]4[C:4]([C:7]5[CH:8]=[CH:9][CH:10]=[CH:11][CH:12]=5)=[N:5][O:6][C:2]=4[CH3:1])[N:14]=3)[CH:17]=2)=[O:23])[CH2:42][CH2:43][CH2:45]1. (3) Given the reactants [F:1][CH:2]([F:24])[C:3]1[N:14](S(C2C=CC=CC=2)(=O)=O)[C:6]2=[N:7][CH:8]=[CH:9][C:10](B(O)O)=[C:5]2[CH:4]=1.Br[C:26]1[CH:27]=[CH:28][C:29]([S:32]([NH:35][CH:36]2[CH2:41][CH2:40][N:39](C(OC(C)(C)C)=O)[CH2:38][CH2:37]2)(=[O:34])=[O:33])=[N:30][CH:31]=1.C(=O)(O)[O-].[Na+].CC(O)C, predict the reaction product. The product is: [F:24][CH:2]([F:1])[C:3]1[NH:14][C:6]2=[N:7][CH:8]=[CH:9][C:10]([C:26]3[CH:27]=[CH:28][C:29]([S:32]([NH:35][CH:36]4[CH2:41][CH2:40][NH:39][CH2:38][CH2:37]4)(=[O:34])=[O:33])=[N:30][CH:31]=3)=[C:5]2[CH:4]=1. (4) Given the reactants [C:1]1([C:11]2([C:16]#N)[CH2:15][CH2:14][CH2:13][CH2:12]2)[C:10]2[C:5](=[CH:6][CH:7]=[CH:8][CH:9]=2)[CH:4]=[CH:3][CH:2]=1.[H-].C([Al+]CC(C)C)C(C)C.C(OCC)(=[O:30])C, predict the reaction product. The product is: [C:1]1([C:11]2([CH:16]=[O:30])[CH2:15][CH2:14][CH2:13][CH2:12]2)[C:10]2[C:5](=[CH:6][CH:7]=[CH:8][CH:9]=2)[CH:4]=[CH:3][CH:2]=1. (5) Given the reactants [CH2:1]([Br:4])[CH:2]=[CH2:3].[CH2:5]([N:8]([CH2:26][CH:27]=[CH2:28])[CH2:9][CH2:10][CH:11]([C:18]1[CH:23]=[C:22]([CH3:24])[CH:21]=[CH:20][C:19]=1[OH:25])[C:12]1[CH:17]=[CH:16][CH:15]=[CH:14][CH:13]=1)[CH:6]=[CH2:7], predict the reaction product. The product is: [Br-:4].[OH:25][C:19]1[CH:20]=[CH:21][C:22]([CH3:24])=[CH:23][C:18]=1[CH:11]([C:12]1[CH:17]=[CH:16][CH:15]=[CH:14][CH:13]=1)[CH2:10][CH2:9][N+:8]([CH2:3][CH:2]=[CH2:1])([CH2:5][CH:6]=[CH2:7])[CH2:26][CH:27]=[CH2:28]. (6) Given the reactants [Cl:1][C:2]1[CH:7]=[CH:6][C:5]([C:8]2[C:14]3[CH:15]=[C:16]([O:19][CH3:20])[CH:17]=[CH:18][C:13]=3[N:12]3[C:21]([CH3:24])=[N:22][N:23]=[C:11]3[C@H:10]([CH2:25][C:26]([NH:28][CH2:29][C:30]([O:32]C)=[O:31])=[O:27])[N:9]=2)=[CH:4][CH:3]=1.O.[OH-].[K+], predict the reaction product. The product is: [Cl:1][C:2]1[CH:3]=[CH:4][C:5]([C:8]2[C:14]3[CH:15]=[C:16]([O:19][CH3:20])[CH:17]=[CH:18][C:13]=3[N:12]3[C:21]([CH3:24])=[N:22][N:23]=[C:11]3[C@H:10]([CH2:25][C:26]([NH:28][CH2:29][C:30]([OH:32])=[O:31])=[O:27])[N:9]=2)=[CH:6][CH:7]=1.